This data is from Forward reaction prediction with 1.9M reactions from USPTO patents (1976-2016). The task is: Predict the product of the given reaction. Given the reactants [BH4-].[Na+].[Cl:3][C:4]1[CH:5]=[C:6]([C:10](=[O:31])[CH:11]([CH2:17][C:18]2[CH:23]=[CH:22][CH:21]=[C:20]([O:24][C:25]([F:30])([F:29])[CH:26]([F:28])[F:27])[CH:19]=2)[C:12]([O:14][CH2:15][CH3:16])=[O:13])[CH:7]=[CH:8][CH:9]=1.Cl.O, predict the reaction product. The product is: [Cl:3][C:4]1[CH:5]=[C:6]([CH:10]([OH:31])[CH:11]([CH2:17][C:18]2[CH:23]=[CH:22][CH:21]=[C:20]([O:24][C:25]([F:30])([F:29])[CH:26]([F:28])[F:27])[CH:19]=2)[C:12]([O:14][CH2:15][CH3:16])=[O:13])[CH:7]=[CH:8][CH:9]=1.